This data is from NCI-60 drug combinations with 297,098 pairs across 59 cell lines. The task is: Regression. Given two drug SMILES strings and cell line genomic features, predict the synergy score measuring deviation from expected non-interaction effect. (1) Drug 1: CC1=C(C=C(C=C1)NC(=O)C2=CC=C(C=C2)CN3CCN(CC3)C)NC4=NC=CC(=N4)C5=CN=CC=C5. Drug 2: CC(C)CN1C=NC2=C1C3=CC=CC=C3N=C2N. Cell line: NCI-H460. Synergy scores: CSS=-1.34, Synergy_ZIP=2.17, Synergy_Bliss=3.34, Synergy_Loewe=-1.55, Synergy_HSA=-0.501. (2) Drug 1: CC1=CC2C(CCC3(C2CCC3(C(=O)C)OC(=O)C)C)C4(C1=CC(=O)CC4)C. Drug 2: C(=O)(N)NO. Cell line: LOX IMVI. Synergy scores: CSS=0.811, Synergy_ZIP=1.57, Synergy_Bliss=0.839, Synergy_Loewe=2.13, Synergy_HSA=0.588. (3) Drug 1: CCN(CC)CCCC(C)NC1=C2C=C(C=CC2=NC3=C1C=CC(=C3)Cl)OC. Drug 2: C1CCC(C(C1)N)N.C(=O)(C(=O)[O-])[O-].[Pt+4]. Cell line: RPMI-8226. Synergy scores: CSS=53.9, Synergy_ZIP=-8.27, Synergy_Bliss=-14.5, Synergy_Loewe=-21.2, Synergy_HSA=-12.2. (4) Drug 1: CN(C)N=NC1=C(NC=N1)C(=O)N. Drug 2: C1=NC2=C(N=C(N=C2N1C3C(C(C(O3)CO)O)O)F)N. Cell line: IGROV1. Synergy scores: CSS=7.48, Synergy_ZIP=6.28, Synergy_Bliss=-1.86, Synergy_Loewe=-6.31, Synergy_HSA=-2.73.